Dataset: Catalyst prediction with 721,799 reactions and 888 catalyst types from USPTO. Task: Predict which catalyst facilitates the given reaction. (1) Reactant: [OH:1][C:2]1[CH:7]=[CH:6][C:5]([CH3:8])=[CH:4][C:3]=1[N:9]1[N:13]=[C:12]2[CH:14]=[CH:15][CH:16]=[CH:17][C:11]2=[N:10]1.N(C(C)(C)C#N)=NC(C)(C)C#N.[Br:30]Br. Product: [OH:1][C:2]1[CH:7]=[CH:6][C:5]([CH2:8][Br:30])=[CH:4][C:3]=1[N:9]1[N:13]=[C:12]2[CH:14]=[CH:15][CH:16]=[CH:17][C:11]2=[N:10]1. The catalyst class is: 53. (2) Reactant: [O:1]1[CH2:5][CH2:4][CH2:3][CH:2]1[CH2:6][NH:7][C:8]1[C:9]2[N:10]([CH:16]=[CH:17][CH:18]=2)[N:11]=[CH:12][C:13]=1[C:14]#[N:15].[OH-:19].[NH4+].OO. Product: [O:1]1[CH2:5][CH2:4][CH2:3][CH:2]1[CH2:6][NH:7][C:8]1[C:9]2[N:10]([CH:16]=[CH:17][CH:18]=2)[N:11]=[CH:12][C:13]=1[C:14]([NH2:15])=[O:19]. The catalyst class is: 8. (3) The catalyst class is: 10. Product: [CH3:1][C:2]1[N:3]([CH2:17][O:16][CH2:15][CH2:14][Si:11]([CH3:13])([CH3:12])[CH3:10])[CH:4]=[N:5][CH:6]=1. Reactant: [CH3:1][C:2]1[N:3]=[CH:4][N:5](C(=O)C)[CH:6]=1.[CH3:10][Si:11]([CH2:14][CH2:15][O:16][CH2:17]Cl)([CH3:13])[CH3:12]. (4) Product: [CH3:1][S:2][C:3]1[CH:8]=[CH:7][CH:6]=[CH:5][C:4]=1[CH:9]=[O:10]. Reactant: [CH3:1][S:2][C:3]1[CH:8]=[CH:7][CH:6]=[CH:5][C:4]=1[CH2:9][OH:10].[Cr](Cl)([O-])(=O)=O.[NH+]1C=CC=CC=1. The catalyst class is: 4. (5) Reactant: [Br:1][C:2]1[CH:7]=[CH:6][C:5]([N+:8]([O-:10])=[O:9])=[CH:4][C:3]=1[NH:11]N.[Cl:13][C:14]1[CH:24]=[CH:23][C:17]([O:18][CH2:19][C:20](=O)[CH3:21])=[CH:16][CH:15]=1. Product: [Br:1][C:2]1[CH:7]=[CH:6][C:5]([N+:8]([O-:10])=[O:9])=[C:4]2[C:3]=1[NH:11][C:20]([CH3:21])=[C:19]2[O:18][C:17]1[CH:16]=[CH:15][C:14]([Cl:13])=[CH:24][CH:23]=1. The catalyst class is: 144. (6) Reactant: [Br:1][C:2]1[CH:7]=[C:6]([Cl:8])[C:5]([OH:9])=[C:4]([Cl:10])[CH:3]=1.[C:11]([O-])([O-])=O.[K+].[K+].CI. Product: [Br:1][C:2]1[CH:7]=[C:6]([Cl:8])[C:5]([O:9][CH3:11])=[C:4]([Cl:10])[CH:3]=1. The catalyst class is: 3. (7) Reactant: C([O:8][C:9](=[O:24])[CH2:10][O:11][P:12]([O:19][C:20]([CH3:23])([CH3:22])[CH3:21])([O:14][C:15]([CH3:18])([CH3:17])[CH3:16])=[O:13])C1C=CC=CC=1.[H][H]. Product: [C:20]([O:19][P:12]([O:14][C:15]([CH3:18])([CH3:17])[CH3:16])([O:11][CH2:10][C:9]([OH:24])=[O:8])=[O:13])([CH3:22])([CH3:23])[CH3:21]. The catalyst class is: 19.